From a dataset of Full USPTO retrosynthesis dataset with 1.9M reactions from patents (1976-2016). Predict the reactants needed to synthesize the given product. (1) Given the product [SH:4][C:2]1[O:1][C:5]2[CH:6]=[C:12]([O:15][CH3:16])[CH:11]=[CH:10][C:9]=2[N:8]=1, predict the reactants needed to synthesize it. The reactants are: [O:1]([CH2:5][CH3:6])[C:2]([S-:4])=S.[K+].[NH2:8][C:9]1C=C[C:12]([O:15][CH3:16])=[CH:11][C:10]=1O. (2) Given the product [Br:12][C:13]1[CH:14]=[C:15]([C:16]2[N:18]=[C:7]([C:6]3[CH:10]=[CH:11][C:3]([C:1]#[N:2])=[CH:4][CH:5]=3)[O:8][N:17]=2)[CH:20]=[CH:21][C:22]=1[O:23][CH:24]([CH3:26])[CH3:25], predict the reactants needed to synthesize it. The reactants are: [C:1]([C:3]1[CH:11]=[CH:10][C:6]([C:7](Cl)=[O:8])=[CH:5][CH:4]=1)#[N:2].[Br:12][C:13]1[CH:14]=[C:15]([CH:20]=[CH:21][C:22]=1[O:23][CH:24]([CH3:26])[CH3:25])/[C:16](=[N:18]/O)/[NH2:17]. (3) The reactants are: [F:1][C:2]1[CH:7]=[C:6]([CH2:8][N:9]=[C:10]=[O:11])[CH:5]=[CH:4][C:3]=1[N:12]1[CH2:18][CH2:17][CH2:16][CH2:15][CH2:14][CH2:13]1.[CH3:19][N:20]1[C:28]2[CH:27]=[CH:26][CH:25]=[C:24]([NH2:29])[C:23]=2[CH:22]=[N:21]1.N1C2C=CC=C(N)C=2C=N1. Given the product [N:12]1([C:3]2[CH:4]=[CH:5][C:6]([CH2:8][NH:9][C:10]([NH:29][C:24]3[CH:25]=[CH:26][CH:27]=[C:28]4[C:23]=3[CH:22]=[N:21][N:20]4[CH3:19])=[O:11])=[CH:7][C:2]=2[F:1])[CH2:18][CH2:17][CH2:16][CH2:15][CH2:14][CH2:13]1, predict the reactants needed to synthesize it. (4) Given the product [F:1][C:2]1[CH:3]=[C:4]([O:14][CH3:15])[CH:5]=[C:6]2[C:10]=1[NH:9][C:8](=[O:11])[CH2:7]2, predict the reactants needed to synthesize it. The reactants are: [F:1][C:2]1[CH:3]=[C:4]([O:14][CH3:15])[CH:5]=[C:6]2[C:10]=1[NH:9][C:8](=[O:11])[CH:7]2SC. (5) Given the product [Cl:34][C:29]1[CH:30]=[CH:31][CH:32]=[CH:33][C:28]=1[CH2:27][C@@H:19]([NH:18][C:17]([C:13]1[CH:12]=[C:11]([C:6]2[CH:7]=[CH:8][CH:9]=[CH:10][C:5]=2[C:4]([OH:36])=[O:3])[CH:16]=[CH:15][N:14]=1)=[O:35])[C@H:20]([C:22]([O:24][CH2:25][CH3:26])=[O:23])[OH:21].[C:40]([OH:46])([C:42]([F:45])([F:44])[F:43])=[O:41], predict the reactants needed to synthesize it. The reactants are: C([O:3][C:4](=[O:36])[C:5]1[CH:10]=[CH:9][CH:8]=[CH:7][C:6]=1[C:11]1[CH:16]=[CH:15][N:14]=[C:13]([C:17](=[O:35])[NH:18][C@H:19]([CH2:27][C:28]2[CH:33]=[CH:32][CH:31]=[CH:30][C:29]=2[Cl:34])[C@H:20]([C:22]([O:24][CH2:25][CH3:26])=[O:23])[OH:21])[CH:12]=1)C.C(Cl)Cl.[C:40]([OH:46])([C:42]([F:45])([F:44])[F:43])=[O:41]. (6) Given the product [CH3:14][S:15]([O:6][CH2:5][CH2:4][CH2:3][O:2][CH3:1])(=[O:17])=[O:16], predict the reactants needed to synthesize it. The reactants are: [CH3:1][O:2][CH2:3][CH2:4][CH2:5][OH:6].C(N(CC)CC)C.[CH3:14][S:15](Cl)(=[O:17])=[O:16]. (7) Given the product [C:11]([O:15][C:16]([N:18]1[CH2:23][CH2:22][N:21]([CH2:9][C:8]#[CH:7])[CH2:20][CH2:19]1)=[O:17])([CH3:14])([CH3:12])[CH3:13], predict the reactants needed to synthesize it. The reactants are: C(=O)([O-])[O-].[K+].[K+].[CH2:7](Br)[C:8]#[CH:9].[C:11]([O:15][C:16]([N:18]1[CH2:23][CH2:22][NH:21][CH2:20][CH2:19]1)=[O:17])([CH3:14])([CH3:13])[CH3:12]. (8) Given the product [N:58]1([CH2:57][CH2:56][CH2:55][O:54][C:51]2[CH:52]=[CH:53][C:48]([N:71]3[CH2:70][CH2:69][N:68]([C:74]([O:76][C:77]([CH3:80])([CH3:79])[CH3:78])=[O:75])[CH2:73][CH2:72]3)=[C:49]([C:64]([F:67])([F:66])[F:65])[CH:50]=2)[CH2:63][CH2:62][CH2:61][CH2:60][CH2:59]1, predict the reactants needed to synthesize it. The reactants are: C1(P(C2C=CC=CC=2)C2C=CC3C(=CC=CC=3)C=2C2C3C(=CC=CC=3)C=CC=2P(C2C=CC=CC=2)C2C=CC=CC=2)C=CC=CC=1.Br[C:48]1[CH:53]=[CH:52][C:51]([O:54][CH2:55][CH2:56][CH2:57][N:58]2[CH2:63][CH2:62][CH2:61][CH2:60][CH2:59]2)=[CH:50][C:49]=1[C:64]([F:67])([F:66])[F:65].[N:68]1([C:74]([O:76][C:77]([CH3:80])([CH3:79])[CH3:78])=[O:75])[CH2:73][CH2:72][NH:71][CH2:70][CH2:69]1.CC(C)([O-])C.[K+]. (9) Given the product [CH3:27][S:26][C:9]1[N:10]([CH2:12][C:13]2[CH:18]=[CH:17][C:16]([C:19]3[CH:24]=[CH:23][CH:22]=[C:21]([F:25])[N:20]=3)=[CH:15][CH:14]=2)[N:11]=[C:5]2[N:4]3[C@H:28]4[CH2:33][CH2:32][CH2:31][C@H:29]4[N:30]=[C:3]3[NH:2][C:7](=[O:8])[C:6]=12, predict the reactants needed to synthesize it. The reactants are: C[N:2]1[C:7](=[O:8])[C:6]2=[C:9]([S:26][CH3:27])[N:10]([CH2:12][C:13]3[CH:18]=[CH:17][C:16]([C:19]4[CH:24]=[CH:23][CH:22]=[C:21]([F:25])[N:20]=4)=[CH:15][CH:14]=3)[N:11]=[C:5]2[N:4]2[C@H:28]3[CH2:33][CH2:32][CH2:31][C@H:29]3[N:30]=[C:3]12.P12(SP3(SP(SP(S3)(S1)=S)(=S)S2)=S)=S.N.